From a dataset of Full USPTO retrosynthesis dataset with 1.9M reactions from patents (1976-2016). Predict the reactants needed to synthesize the given product. (1) Given the product [NH2:8][C:6]1[C:5]([OH:9])=[N:4][CH:3]=[C:2]([Cl:1])[N:7]=1, predict the reactants needed to synthesize it. The reactants are: [Cl:1][C:2]1[N:7]=[C:6]([NH2:8])[C:5]([O:9]C)=[N:4][CH:3]=1.BrB(Br)Br.CO.C([O-])(O)=O.[Na+]. (2) Given the product [CH3:16][CH:17]([C:21]1[CH:26]=[CH:25][C:24]([CH2:27][CH:28]([CH3:30])[CH3:29])=[CH:23][CH:22]=1)[C:18]([NH:2][C@H:3]([CH3:15])[C:4]([NH:6][OH:7])=[O:5])=[O:20], predict the reactants needed to synthesize it. The reactants are: Cl.[NH2:2][C@H:3]([CH3:15])[C:4]([NH:6][O:7]CC1C=CC=CC=1)=[O:5].[CH3:16][CH:17]([C:21]1[CH:26]=[CH:25][C:24]([CH2:27][CH:28]([CH3:30])[CH3:29])=[CH:23][CH:22]=1)[C:18]([OH:20])=O. (3) Given the product [F:8][C:5]1[CH:6]=[CH:7][C:2]([NH:1][C:19](=[O:20])[CH2:18][S:22][C:23]([C:24]2[CH:29]=[CH:28][CH:27]=[CH:26][CH:25]=2)([C:30]2[CH:31]=[CH:32][CH:33]=[CH:34][CH:35]=2)[C:36]2[CH:41]=[CH:40][CH:39]=[CH:38][CH:37]=2)=[N:3][CH:4]=1, predict the reactants needed to synthesize it. The reactants are: [NH2:1][C:2]1[CH:7]=[CH:6][C:5]([F:8])=[CH:4][N:3]=1.[N+](C1C=CC([CH:18]([S:22][C:23]([C:36]2[CH:41]=[CH:40][CH:39]=[CH:38][CH:37]=2)([C:30]2[CH:35]=[CH:34][CH:33]=[CH:32][CH:31]=2)[C:24]2[CH:29]=[CH:28][CH:27]=[CH:26][CH:25]=2)[C:19]([O-])=[O:20])=CC=1)([O-])=O.C(N(CC)CC)C.C(OCC)C.